From a dataset of Forward reaction prediction with 1.9M reactions from USPTO patents (1976-2016). Predict the product of the given reaction. (1) The product is: [Br:1][C:2]1[S:3][C:4]([C:9]2[CH:10]=[CH:11][CH:12]=[CH:13][CH:14]=2)=[CH:5][C:6]=1[CH:7]=[O:8]. Given the reactants [Br:1][C:2]1[S:3][C:4]([C:9]2[CH:14]=[CH:13][CH:12]=[CH:11][CH:10]=2)=[CH:5][C:6]=1[CH2:7][OH:8], predict the reaction product. (2) Given the reactants C(OC([NH:8][NH:9][C:10](=[S:18])[C:11]1[CH:16]=[CH:15][C:14]([F:17])=[CH:13][CH:12]=1)=O)(C)(C)C.[F:19][C:20]([F:25])([F:24])[C:21]([OH:23])=[O:22].C1(SC)C=CC=CC=1, predict the reaction product. The product is: [F:19][C:20]([F:25])([F:24])[C:21]([OH:23])=[O:22].[F:17][C:14]1[CH:15]=[CH:16][C:11]([C:10]([NH:9][NH2:8])=[S:18])=[CH:12][CH:13]=1. (3) Given the reactants [CH3:1][O:2][C:3]([C:5]1[C:9]2[N:10]=[CH:11][N:12]([CH2:15][O:16][CH2:17][CH2:18][Si:19]([CH3:22])([CH3:21])[CH3:20])[C:13](=[O:14])[C:8]=2[N:7]([CH2:23][O:24][CH2:25][CH2:26][Si:27]([CH3:30])([CH3:29])[CH3:28])[CH:6]=1)=[O:4].[Cl:31]N1C(=O)CCC1=O, predict the reaction product. The product is: [CH3:1][O:2][C:3]([C:5]1[C:9]2[N:10]=[CH:11][N:12]([CH2:15][O:16][CH2:17][CH2:18][Si:19]([CH3:20])([CH3:21])[CH3:22])[C:13](=[O:14])[C:8]=2[N:7]([CH2:23][O:24][CH2:25][CH2:26][Si:27]([CH3:29])([CH3:28])[CH3:30])[C:6]=1[Cl:31])=[O:4]. (4) Given the reactants [NH2:1][CH:2]([C:8]#[N:9])[C:3]([O:5][CH2:6][CH3:7])=[O:4].N1C=CC=CC=1.[F:16][C:17]1[CH:25]=[CH:24][CH:23]=[C:22]([F:26])[C:18]=1[C:19](Cl)=[O:20], predict the reaction product. The product is: [C:8]([CH:2]([NH:1][C:19](=[O:20])[C:18]1[C:17]([F:16])=[CH:25][CH:24]=[CH:23][C:22]=1[F:26])[C:3]([O:5][CH2:6][CH3:7])=[O:4])#[N:9]. (5) The product is: [NH2:12][C:4]1[CH:3]=[C:2]([Br:1])[C:10]([Cl:11])=[CH:9][C:5]=1[C:6]([NH2:8])=[O:7]. Given the reactants [Br:1][C:2]1[C:10]([Cl:11])=[CH:9][C:5]([C:6]([NH2:8])=[O:7])=[C:4]([N+:12]([O-])=O)[CH:3]=1, predict the reaction product. (6) Given the reactants O[CH:2]([C:4]1[CH:5]=[C:6]([NH:10][S:11]([CH3:14])(=[O:13])=[O:12])[CH:7]=[CH:8][CH:9]=1)[CH3:3].S(Cl)([Cl:17])=O, predict the reaction product. The product is: [Cl:17][CH:2]([C:4]1[CH:5]=[C:6]([NH:10][S:11]([CH3:14])(=[O:13])=[O:12])[CH:7]=[CH:8][CH:9]=1)[CH3:3]. (7) Given the reactants [CH2:1]([NH:3][C:4]([NH:6][C:7]1[CH:12]=[CH:11][C:10]([C:13]2[N:14]=[C:15]([N:23]3[CH2:28][CH2:27][O:26][CH2:25][CH2:24]3)[C:16]3[CH2:22][CH2:21][NH:20][CH2:19][C:17]=3[N:18]=2)=[CH:9][CH:8]=1)=[O:5])[CH3:2].CN(C)C=O.C(N(CC)C(C)C)(C)C.Cl[C:44]([O:46][CH:47]([CH3:49])[CH3:48])=[O:45], predict the reaction product. The product is: [CH2:1]([NH:3][C:4](=[O:5])[NH:6][C:7]1[CH:8]=[CH:9][C:10]([C:13]2[N:14]=[C:15]([N:23]3[CH2:24][CH2:25][O:26][CH2:27][CH2:28]3)[C:16]3[CH2:22][CH2:21][N:20]([C:44]([O:46][CH:47]([CH3:49])[CH3:48])=[O:45])[CH2:19][C:17]=3[N:18]=2)=[CH:11][CH:12]=1)[CH3:2]. (8) The product is: [CH:21]1([N:1]2[CH2:2][CH2:3][CH:4]([CH2:7][CH:8]3[CH2:9][CH2:10][N:11]([C:14]([O:16][C:17]([CH3:20])([CH3:19])[CH3:18])=[O:15])[CH2:12][CH2:13]3)[CH2:5][CH2:6]2)[CH2:24][CH2:23][CH2:22]1. Given the reactants [NH:1]1[CH2:6][CH2:5][CH:4]([CH2:7][CH:8]2[CH2:13][CH2:12][N:11]([C:14]([O:16][C:17]([CH3:20])([CH3:19])[CH3:18])=[O:15])[CH2:10][CH2:9]2)[CH2:3][CH2:2]1.[C:21]1(=O)[CH2:24][CH2:23][CH2:22]1.C(N(CC)CC)C.C(O[BH-](OC(=O)C)OC(=O)C)(=O)C.[Na+], predict the reaction product. (9) Given the reactants [F:1][C:2]([F:7])([F:6])[C:3]([OH:5])=[O:4].[F:8][C:9]([F:14])([F:13])[C:10]([OH:12])=[O:11].[Cl:15][C:16]1[CH:17]=[N:18][C:19]2[NH:20][C:21]3[CH:22]=[N:23][CH:24]=[C:25]([CH:47]=3)[CH2:26][CH2:27][C:28]3[CH:36]=[C:32]([NH:33][C:34]=1[N:35]=2)[CH:31]=[CH:30][C:29]=3[NH:37][C:38](=[O:46])[CH2:39][CH:40]1[CH2:45][CH2:44][NH:43][CH2:42][CH2:41]1.[CH3:48][N:49]1[CH:53]=[CH:52][N:51]=[C:50]1[C:54](O)=[O:55], predict the reaction product. The product is: [F:1][C:2]([F:7])([F:6])[C:3]([OH:5])=[O:4].[F:8][C:9]([F:14])([F:13])[C:10]([OH:12])=[O:11].[Cl:15][C:16]1[CH:17]=[N:18][C:19]2[NH:20][C:21]3[CH:22]=[N:23][CH:24]=[C:25]([CH:47]=3)[CH2:26][CH2:27][C:28]3[CH:36]=[C:32]([NH:33][C:34]=1[N:35]=2)[CH:31]=[CH:30][C:29]=3[NH:37][C:38](=[O:46])[CH2:39][CH:40]1[CH2:45][CH2:44][N:43]([C:54]([C:50]2[N:49]([CH3:48])[CH:53]=[CH:52][N:51]=2)=[O:55])[CH2:42][CH2:41]1. (10) Given the reactants [Cl:1][C:2]1[N:7]=[C:6]([Cl:8])[C:5]([F:9])=[C:4](Cl)[N:3]=1.[NH:11]1[CH2:16][CH2:15][O:14][CH2:13][CH2:12]1, predict the reaction product. The product is: [Cl:1][C:2]1[N:3]=[C:4]([N:11]2[CH2:16][CH2:15][O:14][CH2:13][CH2:12]2)[C:5]([F:9])=[C:6]([Cl:8])[N:7]=1.